This data is from Forward reaction prediction with 1.9M reactions from USPTO patents (1976-2016). The task is: Predict the product of the given reaction. Given the reactants [Br:1][C:2]1[C:11]2[C:6](=[CH:7][CH:8]=[CH:9][C:10]=2[CH3:12])[C:5](Cl)=[N:4][CH:3]=1.[CH3:14][O-:15].[Na+], predict the reaction product. The product is: [Br:1][C:2]1[C:11]2[C:6](=[CH:7][CH:8]=[CH:9][C:10]=2[CH3:12])[C:5]([O:15][CH3:14])=[N:4][CH:3]=1.